Regression. Given two drug SMILES strings and cell line genomic features, predict the synergy score measuring deviation from expected non-interaction effect. From a dataset of NCI-60 drug combinations with 297,098 pairs across 59 cell lines. (1) Drug 1: CS(=O)(=O)CCNCC1=CC=C(O1)C2=CC3=C(C=C2)N=CN=C3NC4=CC(=C(C=C4)OCC5=CC(=CC=C5)F)Cl. Drug 2: C1=CC(=C(C=C1I)F)NC2=C(C=CC(=C2F)F)C(=O)NOCC(CO)O. Cell line: HT29. Synergy scores: CSS=79.3, Synergy_ZIP=6.16, Synergy_Bliss=6.01, Synergy_Loewe=6.85, Synergy_HSA=10.7. (2) Drug 1: CCCCC(=O)OCC(=O)C1(CC(C2=C(C1)C(=C3C(=C2O)C(=O)C4=C(C3=O)C=CC=C4OC)O)OC5CC(C(C(O5)C)O)NC(=O)C(F)(F)F)O. Drug 2: CN(CCCl)CCCl.Cl. Cell line: UACC62. Synergy scores: CSS=16.9, Synergy_ZIP=-4.70, Synergy_Bliss=-4.47, Synergy_Loewe=-12.9, Synergy_HSA=-3.72. (3) Drug 1: CC12CCC(CC1=CCC3C2CCC4(C3CC=C4C5=CN=CC=C5)C)O. Drug 2: CCC1=CC2CC(C3=C(CN(C2)C1)C4=CC=CC=C4N3)(C5=C(C=C6C(=C5)C78CCN9C7C(C=CC9)(C(C(C8N6C)(C(=O)OC)O)OC(=O)C)CC)OC)C(=O)OC.C(C(C(=O)O)O)(C(=O)O)O. Cell line: ACHN. Synergy scores: CSS=29.7, Synergy_ZIP=-1.98, Synergy_Bliss=-1.35, Synergy_Loewe=-19.5, Synergy_HSA=-1.35. (4) Cell line: MDA-MB-435. Drug 2: C1=CC=C(C=C1)NC(=O)CCCCCCC(=O)NO. Drug 1: CCCCC(=O)OCC(=O)C1(CC(C2=C(C1)C(=C3C(=C2O)C(=O)C4=C(C3=O)C=CC=C4OC)O)OC5CC(C(C(O5)C)O)NC(=O)C(F)(F)F)O. Synergy scores: CSS=34.8, Synergy_ZIP=9.18, Synergy_Bliss=11.6, Synergy_Loewe=2.55, Synergy_HSA=6.62. (5) Drug 1: C1=C(C(=O)NC(=O)N1)F. Drug 2: C1C(C(OC1N2C=C(C(=O)NC2=O)F)CO)O. Cell line: SW-620. Synergy scores: CSS=45.8, Synergy_ZIP=-9.61, Synergy_Bliss=-11.9, Synergy_Loewe=-2.14, Synergy_HSA=-0.737. (6) Drug 1: CC12CCC3C(C1CCC2=O)CC(=C)C4=CC(=O)C=CC34C. Drug 2: C1=NNC2=C1C(=O)NC=N2. Cell line: OVCAR3. Synergy scores: CSS=11.1, Synergy_ZIP=-0.494, Synergy_Bliss=-0.219, Synergy_Loewe=-18.7, Synergy_HSA=-0.546. (7) Drug 1: CC12CCC3C(C1CCC2O)C(CC4=C3C=CC(=C4)O)CCCCCCCCCS(=O)CCCC(C(F)(F)F)(F)F. Drug 2: C1=NC(=NC(=O)N1C2C(C(C(O2)CO)O)O)N. Cell line: PC-3. Synergy scores: CSS=3.55, Synergy_ZIP=0.960, Synergy_Bliss=4.35, Synergy_Loewe=-7.39, Synergy_HSA=-0.401. (8) Drug 2: C1CN(CCN1C(=O)CCBr)C(=O)CCBr. Cell line: IGROV1. Drug 1: C1=NC(=NC(=O)N1C2C(C(C(O2)CO)O)O)N. Synergy scores: CSS=25.2, Synergy_ZIP=-5.47, Synergy_Bliss=-0.571, Synergy_Loewe=-0.626, Synergy_HSA=-0.0961. (9) Drug 1: CCC1(C2=C(COC1=O)C(=O)N3CC4=CC5=C(C=CC(=C5CN(C)C)O)N=C4C3=C2)O.Cl. Drug 2: B(C(CC(C)C)NC(=O)C(CC1=CC=CC=C1)NC(=O)C2=NC=CN=C2)(O)O. Cell line: HT29. Synergy scores: CSS=64.1, Synergy_ZIP=-6.67, Synergy_Bliss=-6.06, Synergy_Loewe=-6.85, Synergy_HSA=-3.31.